This data is from Peptide-MHC class I binding affinity with 185,985 pairs from IEDB/IMGT. The task is: Regression. Given a peptide amino acid sequence and an MHC pseudo amino acid sequence, predict their binding affinity value. This is MHC class I binding data. The peptide sequence is VPPESVEAA. The MHC is HLA-B35:01 with pseudo-sequence HLA-B35:01. The binding affinity (normalized) is 0.320.